From a dataset of Reaction yield outcomes from USPTO patents with 853,638 reactions. Predict the reaction yield, written as a fraction of the theoretical maximum amount of product (1.0 means a 100% yield; for example, 0.34 means a 34% yield). (1) The reactants are [Cl:1][C:2]1[CH:17]=[CH:16][C:5]2[O:6][C:7]3[CH:15]=[CH:14][CH:13]=[CH:12][C:8]=3[C:9](=O)[NH:10][C:4]=2[CH:3]=1.COC1C=CC(P2(=S)SP(=S)(C3C=CC(OC)=CC=3)S2)=CC=1.CI.[NH:42]1[CH2:47][CH2:46][NH:45][CH2:44][CH2:43]1. The catalyst is C1(C)C=CC=CC=1. The product is [Cl:1][C:2]1[CH:17]=[CH:16][C:5]2[O:6][C:7]3[CH:15]=[CH:14][CH:13]=[CH:12][C:8]=3[C:9]([N:42]3[CH2:47][CH2:46][NH:45][CH2:44][CH2:43]3)=[N:10][C:4]=2[CH:3]=1. The yield is 0.570. (2) The reactants are [F:1][C:2]([F:18])([F:17])[C:3](OC1C(F)=C(F)C(F)=C(F)C=1F)=[O:4].[NH2:19][C:20]1[CH:24]=[C:23]([CH2:25][C:26]([OH:28])=O)[NH:22][N:21]=1.N1C=CC=CC=1.[F:35][C:36]1[CH:37]=[C:38]([CH:40]=[CH:41][CH:42]=1)[NH2:39].Cl. The catalyst is CN(C)C=O. The product is [F:1][C:2]([F:18])([F:17])[C:3]([NH:19][C:20]1[CH:24]=[C:23]([CH2:25][C:26]([NH:39][C:38]2[CH:40]=[CH:41][CH:42]=[C:36]([F:35])[CH:37]=2)=[O:28])[NH:22][N:21]=1)=[O:4]. The yield is 0.300. (3) The reactants are [CH3:1][O:2][C:3]1[CH:8]=[CH:7][C:6]([CH:9]([OH:16])[C:10]#[C:11][C:12]([CH3:15])([OH:14])[CH3:13])=[CH:5][CH:4]=1.CC(OI1(OC(C)=O)(OC(C)=O)OC(=O)C2C=CC=CC1=2)=O. The catalyst is C(Cl)Cl. The product is [OH:14][C:12]([CH3:15])([CH3:13])[C:11]#[C:10][C:9]([C:6]1[CH:5]=[CH:4][C:3]([O:2][CH3:1])=[CH:8][CH:7]=1)=[O:16]. The yield is 0.960.